From a dataset of NCI-60 drug combinations with 297,098 pairs across 59 cell lines. Regression. Given two drug SMILES strings and cell line genomic features, predict the synergy score measuring deviation from expected non-interaction effect. (1) Drug 1: C#CCC(CC1=CN=C2C(=N1)C(=NC(=N2)N)N)C3=CC=C(C=C3)C(=O)NC(CCC(=O)O)C(=O)O. Drug 2: CC1C(C(CC(O1)OC2CC(CC3=C2C(=C4C(=C3O)C(=O)C5=CC=CC=C5C4=O)O)(C(=O)C)O)N)O. Cell line: 786-0. Synergy scores: CSS=42.8, Synergy_ZIP=-4.94, Synergy_Bliss=-7.29, Synergy_Loewe=-4.05, Synergy_HSA=-1.63. (2) Drug 1: CC1=C(C=C(C=C1)NC2=NC=CC(=N2)N(C)C3=CC4=NN(C(=C4C=C3)C)C)S(=O)(=O)N.Cl. Drug 2: C1C(C(OC1N2C=NC(=NC2=O)N)CO)O. Cell line: HCT116. Synergy scores: CSS=27.5, Synergy_ZIP=-4.51, Synergy_Bliss=-5.23, Synergy_Loewe=-29.1, Synergy_HSA=-5.77. (3) Drug 2: CC1C(C(CC(O1)OC2CC(OC(C2O)C)OC3=CC4=CC5=C(C(=O)C(C(C5)C(C(=O)C(C(C)O)O)OC)OC6CC(C(C(O6)C)O)OC7CC(C(C(O7)C)O)OC8CC(C(C(O8)C)O)(C)O)C(=C4C(=C3C)O)O)O)O. Cell line: TK-10. Synergy scores: CSS=14.6, Synergy_ZIP=-1.17, Synergy_Bliss=-0.955, Synergy_Loewe=-20.6, Synergy_HSA=-1.46. Drug 1: CN1C(=O)N2C=NC(=C2N=N1)C(=O)N. (4) Drug 1: C1CC(C1)(C(=O)O)C(=O)O.[NH2-].[NH2-].[Pt+2]. Drug 2: C1CC(CNC1)C2=CC=C(C=C2)N3C=C4C=CC=C(C4=N3)C(=O)N. Cell line: SW-620. Synergy scores: CSS=61.6, Synergy_ZIP=3.00, Synergy_Bliss=2.02, Synergy_Loewe=2.82, Synergy_HSA=6.69. (5) Drug 1: CC1=C2C(C(=O)C3(C(CC4C(C3C(C(C2(C)C)(CC1OC(=O)C(C(C5=CC=CC=C5)NC(=O)OC(C)(C)C)O)O)OC(=O)C6=CC=CC=C6)(CO4)OC(=O)C)OC)C)OC. Drug 2: CC(C)CN1C=NC2=C1C3=CC=CC=C3N=C2N. Cell line: SF-539. Synergy scores: CSS=58.8, Synergy_ZIP=12.0, Synergy_Bliss=10.8, Synergy_Loewe=-27.2, Synergy_HSA=9.16.